From a dataset of Peptide-MHC class I binding affinity with 185,985 pairs from IEDB/IMGT. Regression. Given a peptide amino acid sequence and an MHC pseudo amino acid sequence, predict their binding affinity value. This is MHC class I binding data. (1) The peptide sequence is TTPWPNASL. The MHC is Mamu-A01 with pseudo-sequence Mamu-A01. The binding affinity (normalized) is 1.00. (2) The peptide sequence is FIFLKKNEL. The MHC is HLA-B08:01 with pseudo-sequence HLA-B08:01. The binding affinity (normalized) is 0.578. (3) The peptide sequence is VTESYKVI. The MHC is H-2-Kb with pseudo-sequence H-2-Kb. The binding affinity (normalized) is 0.114. (4) The binding affinity (normalized) is 0.472. The peptide sequence is TPATADAYA. The MHC is HLA-B54:01 with pseudo-sequence HLA-B54:01. (5) The peptide sequence is FVDVGVSAL. The MHC is HLA-B07:02 with pseudo-sequence HLA-B07:02. The binding affinity (normalized) is 0.0847.